From a dataset of Antibody paratope prediction from SAbDab with 1,023 antibody chains. Token-level Classification. Given an antibody amino acid sequence, predict which amino acid positions are active in antigen binding. Output is a list of indices for active paratope positions. (1) Given the antibody sequence: DIVMTQAAFSNPVTLGTSASISCRSSKSLLHSNGITYLYWYLQRPGQSPQLLIYRMSNLASGVPDRFSGSGSGTDFALRISRVEAEDVGVYYCGQMLEHPLTFGTGTKLELK, which amino acid positions are active in antigen binding (paratope)? The paratope positions are: [30, 31, 32, 33, 34]. (2) Given the antibody sequence: LTQTPSSVSAAVGGTVTINCQASQSVSNLLAWYQQKPGQPPKLLIYGASNLESGVPSRFRGSGSGTEFTLTISGMKAEDAATYYCQSGYYSAGATFGAGTNVEIK, which amino acid positions are active in antigen binding (paratope)? The paratope positions are: [92]. (3) Given the antibody sequence: EVLLVESGGDLVKPGGFLKLSCAASGFTFSSFGMSWVRHTPDKRLEWVATISNGGGYTYYQDSVKGRFTISRDNAKNTLFLEMTSLKSEDAGLYYCARRERYDEKGFAYWGRGTLVTVS, which amino acid positions are active in antigen binding (paratope)? The paratope positions are: [52, 83, 84, 85, 104, 105, 106].